From a dataset of NCI-60 drug combinations with 297,098 pairs across 59 cell lines. Regression. Given two drug SMILES strings and cell line genomic features, predict the synergy score measuring deviation from expected non-interaction effect. (1) Cell line: UACC62. Drug 1: C1=CC(=CC=C1CCCC(=O)O)N(CCCl)CCCl. Drug 2: CCCCCOC(=O)NC1=NC(=O)N(C=C1F)C2C(C(C(O2)C)O)O. Synergy scores: CSS=14.5, Synergy_ZIP=-7.87, Synergy_Bliss=-8.49, Synergy_Loewe=-19.9, Synergy_HSA=-8.48. (2) Drug 1: CN(C(=O)NC(C=O)C(C(C(CO)O)O)O)N=O. Drug 2: CC12CCC3C(C1CCC2OP(=O)(O)O)CCC4=C3C=CC(=C4)OC(=O)N(CCCl)CCCl.[Na+]. Cell line: HOP-92. Synergy scores: CSS=16.5, Synergy_ZIP=-4.80, Synergy_Bliss=2.76, Synergy_Loewe=4.62, Synergy_HSA=3.91. (3) Drug 1: C1=CN(C(=O)N=C1N)C2C(C(C(O2)CO)O)O.Cl. Drug 2: C(=O)(N)NO. Cell line: UACC-257. Synergy scores: CSS=11.0, Synergy_ZIP=-3.17, Synergy_Bliss=-1.83, Synergy_Loewe=-24.8, Synergy_HSA=-2.39. (4) Drug 1: C1CCC(C1)C(CC#N)N2C=C(C=N2)C3=C4C=CNC4=NC=N3. Drug 2: CC(C)(C#N)C1=CC(=CC(=C1)CN2C=NC=N2)C(C)(C)C#N. Cell line: BT-549. Synergy scores: CSS=1.82, Synergy_ZIP=0.715, Synergy_Bliss=0.0969, Synergy_Loewe=-1.71, Synergy_HSA=-2.95. (5) Drug 1: COC1=CC(=CC(=C1O)OC)C2C3C(COC3=O)C(C4=CC5=C(C=C24)OCO5)OC6C(C(C7C(O6)COC(O7)C8=CC=CS8)O)O. Drug 2: CCC1(CC2CC(C3=C(CCN(C2)C1)C4=CC=CC=C4N3)(C5=C(C=C6C(=C5)C78CCN9C7C(C=CC9)(C(C(C8N6C=O)(C(=O)OC)O)OC(=O)C)CC)OC)C(=O)OC)O.OS(=O)(=O)O. Cell line: KM12. Synergy scores: CSS=33.0, Synergy_ZIP=-7.92, Synergy_Bliss=-10.2, Synergy_Loewe=-2.50, Synergy_HSA=-0.886. (6) Drug 1: C1=C(C(=O)NC(=O)N1)N(CCCl)CCCl. Drug 2: C1C(C(OC1N2C=NC(=NC2=O)N)CO)O. Cell line: MDA-MB-435. Synergy scores: CSS=6.44, Synergy_ZIP=1.54, Synergy_Bliss=5.05, Synergy_Loewe=-2.21, Synergy_HSA=1.12. (7) Drug 1: CC12CCC3C(C1CCC2=O)CC(=C)C4=CC(=O)C=CC34C. Drug 2: C1CN1P(=S)(N2CC2)N3CC3. Cell line: OVCAR-5. Synergy scores: CSS=47.8, Synergy_ZIP=-2.08, Synergy_Bliss=-2.76, Synergy_Loewe=-4.44, Synergy_HSA=-1.71.